This data is from NCI-60 drug combinations with 297,098 pairs across 59 cell lines. The task is: Regression. Given two drug SMILES strings and cell line genomic features, predict the synergy score measuring deviation from expected non-interaction effect. (1) Drug 1: C1CCC(CC1)NC(=O)N(CCCl)N=O. Drug 2: CN1C(=O)N2C=NC(=C2N=N1)C(=O)N. Cell line: SNB-19. Synergy scores: CSS=16.5, Synergy_ZIP=0.0762, Synergy_Bliss=5.89, Synergy_Loewe=-6.83, Synergy_HSA=4.30. (2) Drug 1: C1=NC2=C(N=C(N=C2N1C3C(C(C(O3)CO)O)O)F)N. Drug 2: CNC(=O)C1=NC=CC(=C1)OC2=CC=C(C=C2)NC(=O)NC3=CC(=C(C=C3)Cl)C(F)(F)F. Cell line: SF-539. Synergy scores: CSS=-0.644, Synergy_ZIP=1.45, Synergy_Bliss=2.22, Synergy_Loewe=-2.16, Synergy_HSA=-0.796. (3) Drug 1: CC1=C2C(C(=O)C3(C(CC4C(C3C(C(C2(C)C)(CC1OC(=O)C(C(C5=CC=CC=C5)NC(=O)OC(C)(C)C)O)O)OC(=O)C6=CC=CC=C6)(CO4)OC(=O)C)OC)C)OC. Drug 2: CC1=C2C(C(=O)C3(C(CC4C(C3C(C(C2(C)C)(CC1OC(=O)C(C(C5=CC=CC=C5)NC(=O)OC(C)(C)C)O)O)OC(=O)C6=CC=CC=C6)(CO4)OC(=O)C)O)C)O. Cell line: OVCAR-5. Synergy scores: CSS=58.4, Synergy_ZIP=1.10, Synergy_Bliss=0.828, Synergy_Loewe=-0.375, Synergy_HSA=5.58. (4) Drug 1: CC1=C(C=C(C=C1)NC(=O)C2=CC=C(C=C2)CN3CCN(CC3)C)NC4=NC=CC(=N4)C5=CN=CC=C5. Drug 2: CCC1(CC2CC(C3=C(CCN(C2)C1)C4=CC=CC=C4N3)(C5=C(C=C6C(=C5)C78CCN9C7C(C=CC9)(C(C(C8N6C)(C(=O)OC)O)OC(=O)C)CC)OC)C(=O)OC)O.OS(=O)(=O)O. Cell line: MALME-3M. Synergy scores: CSS=8.21, Synergy_ZIP=-3.56, Synergy_Bliss=-0.778, Synergy_Loewe=-14.6, Synergy_HSA=-1.07. (5) Drug 1: CCC(=C(C1=CC=CC=C1)C2=CC=C(C=C2)OCCN(C)C)C3=CC=CC=C3.C(C(=O)O)C(CC(=O)O)(C(=O)O)O. Drug 2: CCCCCOC(=O)NC1=NC(=O)N(C=C1F)C2C(C(C(O2)C)O)O. Cell line: SF-539. Synergy scores: CSS=3.11, Synergy_ZIP=-1.49, Synergy_Bliss=-2.06, Synergy_Loewe=-2.95, Synergy_HSA=-2.46.